Dataset: Full USPTO retrosynthesis dataset with 1.9M reactions from patents (1976-2016). Task: Predict the reactants needed to synthesize the given product. (1) Given the product [Cl:1][C:2]1[CH:3]=[C:4]2[C:10]([C:20]([C:19]3[N:15]([CH2:13][CH3:14])[N:16]=[C:17]([NH:22][CH2:23][C:24]4[CH:29]=[CH:28][C:27]([F:30])=[CH:26][CH:25]=4)[CH:18]=3)=[O:21])=[CH:9][NH:8][C:5]2=[N:6][CH:7]=1, predict the reactants needed to synthesize it. The reactants are: [Cl:1][C:2]1[CH:3]=[C:4]2[CH:10]=[CH:9][NH:8][C:5]2=[N:6][CH:7]=1.[OH-].[K+].[CH2:13]([N:15]1[C:19]([CH:20]=[O:21])=[CH:18][C:17]([NH:22][CH2:23][C:24]2[CH:29]=[CH:28][C:27]([F:30])=[CH:26][CH:25]=2)=[N:16]1)[CH3:14]. (2) Given the product [CH2:1]([O:3][C:4](=[O:10])[C:5]([F:9])([F:8])[CH2:6][NH:7][C:17]([C:15]1[S:16][C:12]([Cl:11])=[CH:13][CH:14]=1)=[O:18])[CH3:2], predict the reactants needed to synthesize it. The reactants are: [CH2:1]([O:3][C:4](=[O:10])[C:5]([F:9])([F:8])[CH2:6][NH2:7])[CH3:2].[Cl:11][C:12]1[S:16][C:15]([C:17](O)=[O:18])=[CH:14][CH:13]=1.[B-](F)(F)(F)F.CCOC(C(C#N)=NOC(N(C)C)=[N+](C)C)=O.C(N(CC)CC)C. (3) Given the product [CH2:17]([NH:19][C:20]([NH:1][C:2]1[S:3][CH:4]=[C:5]([C:7]2[CH:8]=[CH:9][C:10]([C:11]([O:13][CH3:14])=[O:12])=[CH:15][CH:16]=2)[N:6]=1)=[O:21])[CH3:18], predict the reactants needed to synthesize it. The reactants are: [NH2:1][C:2]1[S:3][CH:4]=[C:5]([C:7]2[CH:16]=[CH:15][C:10]([C:11]([O:13][CH3:14])=[O:12])=[CH:9][CH:8]=2)[N:6]=1.[CH2:17]([N:19]=[C:20]=[O:21])[CH3:18]. (4) Given the product [Br:1][C:2]1[CH:7]=[CH:6][C:5]([CH:8]([C:16]2[CH:21]=[CH:20][C:19]([F:22])=[CH:18][C:17]=2[CH3:23])[CH2:9][C:10]([C:25]2[CH:30]=[CH:29][N:28]=[C:27]([CH3:31])[CH:26]=2)=[O:11])=[CH:4][CH:3]=1, predict the reactants needed to synthesize it. The reactants are: [Br:1][C:2]1[CH:7]=[CH:6][C:5]([CH:8]([C:16]2[CH:21]=[CH:20][C:19]([F:22])=[CH:18][C:17]=2[CH3:23])[CH2:9][C:10](N(OC)C)=[O:11])=[CH:4][CH:3]=1.Br[C:25]1[CH:30]=[CH:29][N:28]=[C:27]([CH3:31])[CH:26]=1. (5) Given the product [CH2:31]([N:23]1[CH2:24][CH2:25][CH2:26][CH2:27][CH:21]([NH:20][C:1]([C:14]2[CH:15]=[CH:16][CH:17]=[CH:18][CH:19]=2)([C:8]2[CH:9]=[CH:10][CH:11]=[CH:12][CH:13]=2)[C:2]2[CH:7]=[CH:6][CH:5]=[CH:4][CH:3]=2)[C:22]1=[O:28])[C:32]1[CH:37]=[CH:36][CH:35]=[CH:34][CH:33]=1, predict the reactants needed to synthesize it. The reactants are: [C:1]([NH:20][CH:21]1[CH2:27][CH2:26][CH2:25][CH2:24][NH:23][C:22]1=[O:28])([C:14]1[CH:19]=[CH:18][CH:17]=[CH:16][CH:15]=1)([C:8]1[CH:13]=[CH:12][CH:11]=[CH:10][CH:9]=1)[C:2]1[CH:7]=[CH:6][CH:5]=[CH:4][CH:3]=1.[H-].[Na+].[CH2:31](Br)[C:32]1[CH:37]=[CH:36][CH:35]=[CH:34][CH:33]=1.C(O)(C)(C)C. (6) Given the product [F:16][C:3]([F:2])([F:15])[C:4]1[NH:5][C:6]2[C:11]([CH:12]=1)=[CH:10][C:9]([CH2:13][NH:14][C:46]([C:47]1[CH:48]=[CH:49][C:19]([C:18]([F:29])([F:28])[F:17])=[CH:27][N:33]=1)=[O:45])=[CH:8][CH:7]=2, predict the reactants needed to synthesize it. The reactants are: Cl.[F:2][C:3]([F:16])([F:15])[C:4]1[NH:5][C:6]2[C:11]([CH:12]=1)=[CH:10][C:9]([CH2:13][NH2:14])=[CH:8][CH:7]=2.[F:17][C:18]([F:29])([F:28])[C:19]1[CH:27]=CC(C(O)=O)=CN=1.C([N:33](C(C)C)CC)(C)C.CCCP(=O)=O.[O:45]1[CH2:49][CH2:48][CH2:47][CH2:46]1. (7) Given the product [F:1][C:2]1[CH:7]=[C:6]([O:8][CH:9]2[CH2:14][CH2:13][CH2:12][O:11][CH2:10]2)[CH:5]=[C:4]([F:15])[C:3]=1[C:16]1[N:21]=[C:20]([C:22]([OH:24])=[O:23])[CH:19]=[CH:18][C:17]=1[F:26], predict the reactants needed to synthesize it. The reactants are: [F:1][C:2]1[CH:7]=[C:6]([O:8][CH:9]2[CH2:14][CH2:13][CH2:12][O:11][CH2:10]2)[CH:5]=[C:4]([F:15])[C:3]=1[C:16]1[N:21]=[C:20]([C:22]([O:24]C)=[O:23])[CH:19]=[CH:18][C:17]=1[F:26].C1COCC1.[OH-].[Na+]. (8) Given the product [CH3:5][O:6][C:7](=[O:30])[CH2:8][CH2:9][CH2:10][CH2:11][CH2:12][CH2:13][CH2:14][N:15]1[CH:19]=[C:18]([C:20]2[CH:25]=[CH:24][CH:23]=[CH:22][C:21]=2[OH:26])[N:17]=[CH:16]1, predict the reactants needed to synthesize it. The reactants are: [Cl-].[Al+3].[Cl-].[Cl-].[CH3:5][O:6][C:7](=[O:30])[CH2:8][CH2:9][CH2:10][CH2:11][CH2:12][CH2:13][CH2:14][N:15]1[CH:19]=[C:18]([C:20]2[CH:25]=[CH:24][CH:23]=[CH:22][C:21]=2[O:26]C(C)C)[N:17]=[CH:16]1. (9) The reactants are: C([N:8]1[CH2:12][CH2:11][CH:10]([C:13]([C:15]2[CH:16]=[C:17]3[C:21](=[CH:22][CH:23]=2)[NH:20][C:19]([C:24]([NH:26][C:27]2[CH:32]=[C:31]([F:33])[CH:30]=[C:29]([F:34])[CH:28]=2)=[O:25])=[CH:18]3)=[CH2:14])[CH2:9]1)C1C=CC=CC=1.C([O-])=O.[NH4+]. Given the product [F:34][C:29]1[CH:28]=[C:27]([NH:26][C:24]([C:19]2[NH:20][C:21]3[C:17]([CH:18]=2)=[CH:16][C:15]([CH:13]([CH:10]2[CH2:11][CH2:12][NH:8][CH2:9]2)[CH3:14])=[CH:23][CH:22]=3)=[O:25])[CH:32]=[C:31]([F:33])[CH:30]=1, predict the reactants needed to synthesize it. (10) Given the product [C:8]([O:11][C:12]([NH:14][C@@H:15]([CH2:16][C:17]1[CH:18]=[CH:19][C:20]([O:23][C:28]2[CH:35]=[CH:34][C:31]([CH:32]=[O:33])=[CH:30][CH:29]=2)=[CH:21][CH:22]=1)[C:24]([OH:26])=[O:25])=[O:13])([CH3:7])([CH3:9])[CH3:10], predict the reactants needed to synthesize it. The reactants are: C(=O)([O-])[O-].[K+].[K+].[CH3:7][C:8]([O:11][C:12]([NH:14][C@H:15]([C:24]([OH:26])=[O:25])[CH2:16][C:17]1[CH:22]=[CH:21][C:20]([OH:23])=[CH:19][CH:18]=1)=[O:13])([CH3:10])[CH3:9].F[C:28]1[CH:35]=[CH:34][C:31]([CH:32]=[O:33])=[CH:30][CH:29]=1.